From a dataset of Forward reaction prediction with 1.9M reactions from USPTO patents (1976-2016). Predict the product of the given reaction. (1) Given the reactants [I:1][C:2]1[CH:7]=[CH:6][C:5]([CH2:8][NH:9][N:10]=[C:11]2[C:15](=[O:16])[N:14]([C:17]3[CH:22]=[CH:21][CH:20]=[CH:19][C:18]=3[F:23])[N:13]=[C:12]2[C:24]2[CH:29]=[CH:28][CH:27]=[CH:26][C:25]=2F)=[CH:4][CH:3]=1.C(=O)([O-])[O-].[K+].[K+].C(=O)(O)[O-].[Na+], predict the reaction product. The product is: [F:23][C:18]1[CH:19]=[CH:20][CH:21]=[CH:22][C:17]=1[N:14]1[C:15](=[O:16])[C:11]2=[N:10][N:9]([CH2:8][C:5]3[CH:6]=[CH:7][C:2]([I:1])=[CH:3][CH:4]=3)[C:25]3[CH:26]=[CH:27][CH:28]=[CH:29][C:24]=3[C:12]2=[N:13]1. (2) The product is: [CH:8]([C:7]1[C:12]2[O:13][C:14](=[O:27])[C:15]3[CH2:16][N:17]([C:21]([O:23][CH2:24][CH:25]=[CH2:26])=[O:22])[CH2:18][CH2:19][C:20]=3[C:11]=2[CH:10]=[CH:9][C:2]=1[O:3][CH2:4][C:5]1[CH:6]=[CH:38][CH:37]=[CH:36][CH:35]=1)=[O:28]. Given the reactants O1[CH2:6][CH2:5][CH2:4][O:3][CH:2]1[C:7]1[C:12]2[O:13][C:14](=[O:27])[C:15]3[CH2:16][N:17]([C:21]([O:23][CH2:24][CH:25]=[CH2:26])=[O:22])[CH2:18][CH2:19][C:20]=3[C:11]=2[CH:10]=[CH:9][C:8]=1[OH:28].C([O-])([O-])=O.[K+].[K+].[CH2:35](Br)[C:36]1C=CC=[CH:38][CH:37]=1, predict the reaction product. (3) Given the reactants [C:1]12([NH2:11])[CH2:10][CH:5]3[CH2:6][CH:7]([CH2:9][CH:3]([CH2:4]3)[CH2:2]1)[CH2:8]2.[CH:12](=O)[CH:13]=[CH:14][C:15]1[CH:20]=[CH:19][CH:18]=[CH:17][CH:16]=1, predict the reaction product. The product is: [CH2:12]([NH:11][C:1]12[CH2:8][CH:7]3[CH2:6][CH:5]([CH2:4][CH:3]([CH2:9]3)[CH2:2]1)[CH2:10]2)[CH:13]=[CH:14][C:15]1[CH:20]=[CH:19][CH:18]=[CH:17][CH:16]=1.